Regression. Given two drug SMILES strings and cell line genomic features, predict the synergy score measuring deviation from expected non-interaction effect. From a dataset of NCI-60 drug combinations with 297,098 pairs across 59 cell lines. (1) Drug 1: CN(C(=O)NC(C=O)C(C(C(CO)O)O)O)N=O. Drug 2: C1CNP(=O)(OC1)N(CCCl)CCCl. Cell line: SF-295. Synergy scores: CSS=1.94, Synergy_ZIP=0.574, Synergy_Bliss=2.44, Synergy_Loewe=0.0803, Synergy_HSA=-0.0825. (2) Drug 1: C1=NC2=C(N=C(N=C2N1C3C(C(C(O3)CO)O)F)Cl)N. Drug 2: CC1=C(C(=CC=C1)Cl)NC(=O)C2=CN=C(S2)NC3=CC(=NC(=N3)C)N4CCN(CC4)CCO. Cell line: HT29. Synergy scores: CSS=7.58, Synergy_ZIP=-3.21, Synergy_Bliss=-3.07, Synergy_Loewe=-4.79, Synergy_HSA=-3.47. (3) Drug 1: CC1C(C(CC(O1)OC2CC(CC3=C2C(=C4C(=C3O)C(=O)C5=C(C4=O)C(=CC=C5)OC)O)(C(=O)C)O)N)O.Cl. Drug 2: B(C(CC(C)C)NC(=O)C(CC1=CC=CC=C1)NC(=O)C2=NC=CN=C2)(O)O. Cell line: CCRF-CEM. Synergy scores: CSS=32.4, Synergy_ZIP=-1.90, Synergy_Bliss=-3.38, Synergy_Loewe=-11.3, Synergy_HSA=-1.16. (4) Drug 1: C1CN1C2=NC(=NC(=N2)N3CC3)N4CC4. Drug 2: CCC1=CC2CC(C3=C(CN(C2)C1)C4=CC=CC=C4N3)(C5=C(C=C6C(=C5)C78CCN9C7C(C=CC9)(C(C(C8N6C)(C(=O)OC)O)OC(=O)C)CC)OC)C(=O)OC.C(C(C(=O)O)O)(C(=O)O)O. Cell line: SN12C. Synergy scores: CSS=57.8, Synergy_ZIP=-4.21, Synergy_Bliss=-6.54, Synergy_Loewe=-1.04, Synergy_HSA=0.758. (5) Drug 1: CCC1=C2CN3C(=CC4=C(C3=O)COC(=O)C4(CC)O)C2=NC5=C1C=C(C=C5)O. Drug 2: C1=NC2=C(N1)C(=S)N=CN2. Cell line: NCI-H322M. Synergy scores: CSS=34.4, Synergy_ZIP=-12.0, Synergy_Bliss=-2.90, Synergy_Loewe=-4.01, Synergy_HSA=-3.95. (6) Synergy scores: CSS=-7.58, Synergy_ZIP=4.65, Synergy_Bliss=-5.58, Synergy_Loewe=-21.6, Synergy_HSA=-22.3. Drug 2: C(CC(=O)O)C(=O)CN.Cl. Cell line: SK-MEL-5. Drug 1: C1CCC(C1)C(CC#N)N2C=C(C=N2)C3=C4C=CNC4=NC=N3. (7) Drug 1: CC1CCC2CC(C(=CC=CC=CC(CC(C(=O)C(C(C(=CC(C(=O)CC(OC(=O)C3CCCCN3C(=O)C(=O)C1(O2)O)C(C)CC4CCC(C(C4)OC)OCCO)C)C)O)OC)C)C)C)OC. Drug 2: C(CC(=O)O)C(=O)CN.Cl. Cell line: MALME-3M. Synergy scores: CSS=21.7, Synergy_ZIP=-6.17, Synergy_Bliss=1.05, Synergy_Loewe=-40.1, Synergy_HSA=1.51. (8) Drug 1: CC1=C(C(CCC1)(C)C)C=CC(=CC=CC(=CC(=O)O)C)C. Drug 2: C1=NNC2=C1C(=O)NC=N2. Cell line: RPMI-8226. Synergy scores: CSS=50.2, Synergy_ZIP=-2.22, Synergy_Bliss=-5.33, Synergy_Loewe=-29.3, Synergy_HSA=-4.99. (9) Drug 1: CNC(=O)C1=NC=CC(=C1)OC2=CC=C(C=C2)NC(=O)NC3=CC(=C(C=C3)Cl)C(F)(F)F. Drug 2: C1CNP(=O)(OC1)N(CCCl)CCCl. Cell line: OVCAR-8. Synergy scores: CSS=-5.79, Synergy_ZIP=1.67, Synergy_Bliss=-1.07, Synergy_Loewe=-5.49, Synergy_HSA=-5.35. (10) Drug 1: CCC1(CC2CC(C3=C(CCN(C2)C1)C4=CC=CC=C4N3)(C5=C(C=C6C(=C5)C78CCN9C7C(C=CC9)(C(C(C8N6C=O)(C(=O)OC)O)OC(=O)C)CC)OC)C(=O)OC)O.OS(=O)(=O)O. Drug 2: CC1CCC2CC(C(=CC=CC=CC(CC(C(=O)C(C(C(=CC(C(=O)CC(OC(=O)C3CCCCN3C(=O)C(=O)C1(O2)O)C(C)CC4CCC(C(C4)OC)OCCO)C)C)O)OC)C)C)C)OC. Cell line: HCT116. Synergy scores: CSS=39.1, Synergy_ZIP=1.26, Synergy_Bliss=0.308, Synergy_Loewe=1.62, Synergy_HSA=4.44.